Predict the reactants needed to synthesize the given product. From a dataset of Full USPTO retrosynthesis dataset with 1.9M reactions from patents (1976-2016). (1) Given the product [OH:2][C:3]1[CH:12]=[CH:11][CH:10]=[C:9]2[C:4]=1[C:5]([NH:13][C:14]1[CH:19]=[CH:18][C:17]([O:20][C:21]3[CH:22]=[N:23][C:24]([CH3:27])=[CH:25][CH:26]=3)=[C:16]([CH3:28])[CH:15]=1)=[N:6][CH:7]=[N:8]2, predict the reactants needed to synthesize it. The reactants are: C[O:2][C:3]1[CH:12]=[CH:11][CH:10]=[C:9]2[C:4]=1[C:5]([NH:13][C:14]1[CH:19]=[CH:18][C:17]([O:20][C:21]3[CH:22]=[N:23][C:24]([CH3:27])=[CH:25][CH:26]=3)=[C:16]([CH3:28])[CH:15]=1)=[N:6][CH:7]=[N:8]2.Cl.N1C=CC=CC=1. (2) The reactants are: [S:1]1[CH:5]=[C:4]([CH2:6][NH:7][C@@H:8]([CH3:16])[CH:9]([O:13][CH2:14][CH3:15])[O:10][CH2:11][CH3:12])[C:3]2[CH:17]=[CH:18][CH:19]=[CH:20][C:2]1=2.[CH:21]1[C:33]2[CH:32]([CH2:34][O:35][C:36]([NH:38][C@@H:39]([CH2:43][C:44]3[CH:49]=[CH:48][C:47]([O:50][C:51]([CH3:54])([CH3:53])[CH3:52])=[CH:46][CH:45]=3)[C:40](O)=[O:41])=[O:37])[C:31]3[C:26](=[CH:27][CH:28]=[CH:29][CH:30]=3)[C:25]=2[CH:24]=[CH:23][CH:22]=1. Given the product [S:1]1[CH:5]=[C:4]([CH2:6][N:7]([C@@H:8]([CH3:16])[CH:9]([O:10][CH2:11][CH3:12])[O:13][CH2:14][CH3:15])[C:40](=[O:41])[C@@H:39]([NH:38][C:36](=[O:37])[O:35][CH2:34][CH:32]2[C:33]3[CH:21]=[CH:22][CH:23]=[CH:24][C:25]=3[C:26]3[C:31]2=[CH:30][CH:29]=[CH:28][CH:27]=3)[CH2:43][C:44]2[CH:49]=[CH:48][C:47]([O:50][C:51]([CH3:54])([CH3:53])[CH3:52])=[CH:46][CH:45]=2)[C:3]2[CH:17]=[CH:18][CH:19]=[CH:20][C:2]1=2, predict the reactants needed to synthesize it. (3) Given the product [C:1]([O:5][C@@H:6]([C:10]1[C:30]([CH3:31])=[CH:29][C:13]2[N:14]=[C:15]([C:17]3[CH:22]=[CH:21][N:20]=[C:19]([N:23]4[CH2:28][CH2:27][N:40]([CH3:39])[CH2:25][CH2:24]4)[CH:18]=3)[S:16][C:12]=2[C:11]=1[C:32]1[CH:33]=[CH:34][C:35]([Cl:38])=[CH:36][CH:37]=1)[C:7]([OH:9])=[O:8])([CH3:3])([CH3:2])[CH3:4], predict the reactants needed to synthesize it. The reactants are: [C:1]([O:5][C@@H:6]([C:10]1[C:30]([CH3:31])=[CH:29][C:13]2[N:14]=[C:15]([C:17]3[CH:22]=[CH:21][N:20]=[C:19]([N:23]4[CH2:28][CH2:27]O[CH2:25][CH2:24]4)[CH:18]=3)[S:16][C:12]=2[C:11]=1[C:32]1[CH:37]=[CH:36][C:35]([Cl:38])=[CH:34][CH:33]=1)[C:7]([OH:9])=[O:8])([CH3:4])([CH3:3])[CH3:2].[CH3:39][N:40]1CCN(C2C=CC=CN=2)CC1.N1C=CC(B(O)O)=CC=1. (4) Given the product [ClH:57].[ClH:57].[Br:24][C:25]1[CH:30]=[CH:29][C:28]([CH2:31][CH2:32][NH:1][C@@H:2]2[CH2:3][CH2:4][C@H:5]([NH:8][C:9]3[N:18]=[C:17]([N:19]([CH3:20])[CH3:22])[C:16]4[C:11](=[CH:12][CH:13]=[CH:14][CH:15]=4)[N:10]=3)[CH2:6][CH2:7]2)=[C:27]([O:34][C:35]([F:36])([F:37])[F:38])[CH:26]=1, predict the reactants needed to synthesize it. The reactants are: [NH2:1][C@@H:2]1[CH2:7][CH2:6][C@H:5]([NH:8][C:9]2[N:18]=[C:17]([N:19]([CH2:22]C)[CH2:20]C)[C:16]3[C:11](=[CH:12][CH:13]=[CH:14][CH:15]=3)[N:10]=2)[CH2:4][CH2:3]1.[Br:24][C:25]1[CH:30]=[CH:29][C:28]([CH2:31][CH:32]=O)=[C:27]([O:34][C:35]([F:38])([F:37])[F:36])[CH:26]=1.CC(O)=O.[BH-](OC(C)=O)(OC(C)=O)OC(C)=O.[Na+].[ClH:57]. (5) Given the product [CH:6]1([CH2:5][CH:4]([C:11]2[CH:16]=[CH:15][C:14]([S:17]([CH3:20])(=[O:19])=[O:18])=[C:13]([N+:21]([O-:23])=[O:22])[CH:12]=2)[C:3]([OH:24])=[O:2])[CH2:10][CH2:9][CH2:8][CH2:7]1, predict the reactants needed to synthesize it. The reactants are: C[O:2][C:3](=[O:24])[CH:4]([C:11]1[CH:16]=[CH:15][C:14]([S:17]([CH3:20])(=[O:19])=[O:18])=[C:13]([N+:21]([O-:23])=[O:22])[CH:12]=1)[CH2:5][CH:6]1[CH2:10][CH2:9][CH2:8][CH2:7]1.[OH-].[Li+]. (6) Given the product [Cl:13][C:14]1[CH:21]=[CH:20][C:17]([CH2:18][N:5]2[C:6]3[CH:12]=[CH:11][CH:10]=[CH:9][C:7]=3[N:8]=[C:4]2[Cl:3])=[CH:16][CH:15]=1, predict the reactants needed to synthesize it. The reactants are: [H-].[Na+].[Cl:3][C:4]1[NH:5][C:6]2[CH:12]=[CH:11][CH:10]=[CH:9][C:7]=2[N:8]=1.[Cl:13][C:14]1[CH:21]=[CH:20][C:17]([CH2:18]Br)=[CH:16][CH:15]=1.[NH4+].[Cl-]. (7) Given the product [Br:1][C:2]1[N:7]=[C:6]([C:8](=[N:16][C:15]2[C:17]([CH:21]([CH3:22])[CH3:23])=[CH:18][CH:19]=[CH:20][C:14]=2[CH:11]([CH3:13])[CH3:12])[CH3:9])[CH:5]=[CH:4][CH:3]=1, predict the reactants needed to synthesize it. The reactants are: [Br:1][C:2]1[N:7]=[C:6]([C:8](=O)[CH3:9])[CH:5]=[CH:4][CH:3]=1.[CH:11]([C:14]1[CH:20]=[CH:19][CH:18]=[C:17]([CH:21]([CH3:23])[CH3:22])[C:15]=1[NH2:16])([CH3:13])[CH3:12].CC1C=CC(S(O)(=O)=O)=CC=1.[Cl-].[Cl-].[Ca+2]. (8) Given the product [OH:23][NH:22][C:20]([C:10]1[CH:9]=[C:8]([C:11]2[O:12][C:13]3[CH:19]=[C:18]([C:20]([NH:22][OH:23])=[NH:21])[CH:17]=[CH:16][C:14]=3[CH:15]=2)[CH:7]=[CH:6][CH:5]=1)=[NH:21], predict the reactants needed to synthesize it. The reactants are: ONC([C:5]1[CH:10]=[CH:9][C:8]([C:11]2[O:12][C:13]3[CH:19]=[C:18]([C:20]([NH:22][OH:23])=[NH:21])[CH:17]=[CH:16][C:14]=3[CH:15]=2)=[CH:7][CH:6]=1)=N.Cl.